Dataset: Forward reaction prediction with 1.9M reactions from USPTO patents (1976-2016). Task: Predict the product of the given reaction. (1) Given the reactants [F:1][C:2]1[CH:7]=[CH:6][CH:5]=[C:4]([F:8])[C:3]=1[C:9]([F:14])([F:13])[C:10](O)=[O:11].C(Cl)(=O)C([Cl:18])=O, predict the reaction product. The product is: [F:1][C:2]1[CH:7]=[CH:6][CH:5]=[C:4]([F:8])[C:3]=1[C:9]([F:14])([F:13])[C:10]([Cl:18])=[O:11]. (2) Given the reactants C[O:2][C:3]1[C:16]2=NC3C(C=[C:15]2[C:14]2[CH:13]=[C:12]4[C:7]([CH:8]=[CH:9][CH:10]=[CH:11]4)=[N:6][C:5]=2[CH:4]=1)=CC=CC=3.[Cl-].[Al+3].[Cl-].[Cl-], predict the reaction product. The product is: [OH:2][C:3]1[CH:16]=[C:15]2[C:14]3[C:13](=[C:12]4[C:7](=[N:6][C:5]=3[C:14]3[CH:15]=[CH:16][CH:3]=[CH:4][C:5]=3[N:6]2[CH3:7])[CH:8]=[CH:9][CH:10]=[CH:11]4)[CH:4]=1.